Dataset: Catalyst prediction with 721,799 reactions and 888 catalyst types from USPTO. Task: Predict which catalyst facilitates the given reaction. (1) Reactant: [C:1]([C:3]1[N:8]=[CH:7][C:6]([S:9]([C:12]2[N:16]([C:17]3[CH:22]=[CH:21][CH:20]=[CH:19][C:18]=3[F:23])[N:15]=[C:14]([CH2:24][N:25](C)[C:26](=O)OC(C)(C)C)[CH:13]=2)(=[O:11])=[O:10])=[CH:5][CH:4]=1)#[N:2].C(OCC)(=O)C.[ClH:40]. The catalyst class is: 336. Product: [ClH:40].[F:23][C:18]1[CH:19]=[CH:20][CH:21]=[CH:22][C:17]=1[N:16]1[C:12]([S:9]([C:6]2[CH:5]=[CH:4][C:3]([C:1]#[N:2])=[N:8][CH:7]=2)(=[O:11])=[O:10])=[CH:13][C:14]([CH2:24][NH:25][CH3:26])=[N:15]1. (2) Reactant: [CH:1]1[C:21]([Br:22])=[C:20]2[C:4]3[C:5]([C:15](O[C:18]2=[O:19])=[O:16])=[CH:6][C:7]([Br:14])=[C:8]2[C:9]([O:11][C:12](=[O:13])[C:2]=1[C:3]=32)=O.[CH3:23][O:24][CH2:25][CH2:26][CH2:27][NH2:28]. The catalyst class is: 15. Product: [Br:22][C:21]1[C:20]2[C:18](=[O:19])[N:28]([CH2:27][CH2:26][CH2:25][O:24][CH3:23])[C:15](=[O:16])[C:5]3=[CH:6][C:7]([Br:14])=[C:8]4[C:3]([C:4]=23)=[C:2]([C:12](=[O:13])[N:28]([CH2:27][CH2:26][CH2:25][O:24][CH3:23])[C:9]4=[O:11])[CH:1]=1. (3) Reactant: [Br:1][C:2]1[CH:7]=[CH:6][C:5]([CH2:8][C:9](OCC)=[O:10])=[CH:4][CH:3]=1.[H-].C([Al+]CC(C)C)C(C)C. Product: [Br:1][C:2]1[CH:7]=[CH:6][C:5]([CH2:8][CH:9]=[O:10])=[CH:4][CH:3]=1. The catalyst class is: 2. (4) Reactant: [CH2:1]([O:3][C:4]([C:6]1[CH:11]=[C:10]([CH3:12])[NH:9][C:8](=[O:13])[C:7]=1[O:14][CH2:15][C:16]1[CH:21]=[CH:20][CH:19]=[CH:18][CH:17]=1)=[O:5])[CH3:2].CC(C)([O-])C.[Mg+2].CC(C)([O-])C.CC(C)([O-])C.[K+].N#N.Br[CH2:42][C:43]([OH:45])=[O:44].Cl. Product: [CH2:1]([O:3][C:4]([C:6]1[CH:11]=[C:10]([CH3:12])[N:9]([CH2:42][C:43]([OH:45])=[O:44])[C:8](=[O:13])[C:7]=1[O:14][CH2:15][C:16]1[CH:17]=[CH:18][CH:19]=[CH:20][CH:21]=1)=[O:5])[CH3:2]. The catalyst class is: 7. (5) Reactant: [CH3:1][S:2](Cl)(=[O:4])=[O:3].[NH2:6][C:7]1[C:27]([Br:28])=[CH:26][C:10]2[C:11]([C:21]([O:23][CH2:24][CH3:25])=[O:22])=[C:12]([C:14]3[CH:19]=[CH:18][C:17]([F:20])=[CH:16][CH:15]=3)[O:13][C:9]=2[CH:8]=1.N1C=CC=CC=1. Product: [Br:28][C:27]1[C:7]([NH:6][S:2]([CH3:1])(=[O:4])=[O:3])=[CH:8][C:9]2[O:13][C:12]([C:14]3[CH:19]=[CH:18][C:17]([F:20])=[CH:16][CH:15]=3)=[C:11]([C:21]([O:23][CH2:24][CH3:25])=[O:22])[C:10]=2[CH:26]=1. The catalyst class is: 46.